This data is from Reaction yield outcomes from USPTO patents with 853,638 reactions. The task is: Predict the reaction yield, written as a fraction of the theoretical maximum amount of product (1.0 means a 100% yield; for example, 0.34 means a 34% yield). The reactants are [NH2:1][CH2:2][C:3]1[N:4]=[N:5][N:6]([C:8]2[CH:13]=[CH:12][C:11]([N:14]3[CH2:19][CH2:18][S:17](=[NH:20])[CH2:16][CH2:15]3)=[C:10]([F:21])[CH:9]=2)[CH:7]=1.[C:22](=O)(O)[O-:23].[Na+].[C:27](Cl)(Cl)=[S:28]. The catalyst is C(Cl)(Cl)Cl.C(OCC)(=O)C. The product is [CH3:22][O:23][C:27](=[S:28])[NH:1][CH2:2][C:3]1[N:4]=[N:5][N:6]([C:8]2[CH:13]=[CH:12][C:11]([N:14]3[CH2:15][CH2:16][S:17](=[NH:20])[CH2:18][CH2:19]3)=[C:10]([F:21])[CH:9]=2)[CH:7]=1. The yield is 0.710.